From a dataset of Skin sensitization/reaction prediction data. Regression/Classification. Given a drug SMILES string, predict its toxicity properties. Task type varies by dataset: regression for continuous values (e.g., LD50, hERG inhibition percentage) or binary classification for toxic/non-toxic outcomes (e.g., AMES mutagenicity, cardiotoxicity, hepatotoxicity). Dataset: skin_reaction. (1) The molecule is CCC1OC(=O)C(C)C(OC2CC(C)(OC)C(O)C(C)O2)C(C)C(OC2OC(C)CC(N(C)C)C2O)C(C)(O)CC(C)CN(C)C(C)C(O)C1(C)O. The result is 1 (causes skin reaction). (2) The compound is Nc1cc([N+](=O)[O-])cc(Cl)c1O. The result is 1 (causes skin reaction). (3) The drug is CC(=O)c1ccc(Cc2ccc(F)cc2)o1. The result is 0 (no skin reaction). (4) The molecule is CCCCCCCCCCCCC(Br)C(=O)O. The result is 1 (causes skin reaction).